Task: Regression. Given two drug SMILES strings and cell line genomic features, predict the synergy score measuring deviation from expected non-interaction effect.. Dataset: NCI-60 drug combinations with 297,098 pairs across 59 cell lines (1) Drug 1: CN(C)C1=NC(=NC(=N1)N(C)C)N(C)C. Drug 2: C1=NC2=C(N1)C(=S)N=C(N2)N. Cell line: HL-60(TB). Synergy scores: CSS=37.2, Synergy_ZIP=0.157, Synergy_Bliss=-4.18, Synergy_Loewe=-41.8, Synergy_HSA=-5.06. (2) Drug 1: CC1CCC2CC(C(=CC=CC=CC(CC(C(=O)C(C(C(=CC(C(=O)CC(OC(=O)C3CCCCN3C(=O)C(=O)C1(O2)O)C(C)CC4CCC(C(C4)OC)O)C)C)O)OC)C)C)C)OC. Drug 2: CC1CCCC2(C(O2)CC(NC(=O)CC(C(C(=O)C(C1O)C)(C)C)O)C(=CC3=CSC(=N3)C)C)C. Cell line: SF-268. Synergy scores: CSS=40.2, Synergy_ZIP=0.492, Synergy_Bliss=0.716, Synergy_Loewe=1.37, Synergy_HSA=4.57. (3) Drug 1: CC1=C(C(CCC1)(C)C)C=CC(=CC=CC(=CC(=O)O)C)C. Drug 2: CN(C(=O)NC(C=O)C(C(C(CO)O)O)O)N=O. Cell line: T-47D. Synergy scores: CSS=9.03, Synergy_ZIP=-3.24, Synergy_Bliss=-2.37, Synergy_Loewe=-5.00, Synergy_HSA=-4.84. (4) Drug 1: C1=NNC2=C1C(=O)NC=N2. Drug 2: N.N.Cl[Pt+2]Cl. Cell line: SK-MEL-2. Synergy scores: CSS=32.5, Synergy_ZIP=0.500, Synergy_Bliss=0.831, Synergy_Loewe=-25.0, Synergy_HSA=-2.33. (5) Drug 1: CCN(CC)CCCC(C)NC1=C2C=C(C=CC2=NC3=C1C=CC(=C3)Cl)OC. Drug 2: N.N.Cl[Pt+2]Cl. Cell line: UACC62. Synergy scores: CSS=32.1, Synergy_ZIP=-3.48, Synergy_Bliss=-3.47, Synergy_Loewe=-8.02, Synergy_HSA=-1.85. (6) Drug 1: C1=NC2=C(N1)C(=S)N=CN2. Drug 2: C1CN(CCN1C(=O)CCBr)C(=O)CCBr. Cell line: HCT116. Synergy scores: CSS=59.5, Synergy_ZIP=-1.69, Synergy_Bliss=-2.22, Synergy_Loewe=-13.7, Synergy_HSA=0.756. (7) Drug 1: CC12CCC3C(C1CCC2O)C(CC4=C3C=CC(=C4)O)CCCCCCCCCS(=O)CCCC(C(F)(F)F)(F)F. Drug 2: C(CC(=O)O)C(=O)CN.Cl. Cell line: HCC-2998. Synergy scores: CSS=11.4, Synergy_ZIP=-1.97, Synergy_Bliss=-0.0431, Synergy_Loewe=-2.22, Synergy_HSA=-1.86. (8) Drug 1: C1=NC2=C(N1)C(=S)N=C(N2)N. Drug 2: CC12CCC3C(C1CCC2OP(=O)(O)O)CCC4=C3C=CC(=C4)OC(=O)N(CCCl)CCCl.[Na+]. Cell line: OVCAR-4. Synergy scores: CSS=31.4, Synergy_ZIP=0.890, Synergy_Bliss=-0.0434, Synergy_Loewe=-15.1, Synergy_HSA=-0.179.